From a dataset of Forward reaction prediction with 1.9M reactions from USPTO patents (1976-2016). Predict the product of the given reaction. (1) Given the reactants [Li+].[OH-:2].[C:3]([O:7][C:8]([C:10]1[C:18]2[C:13](=[CH:14][CH:15]=[C:16]([Cl:19])[CH:17]=2)[NH:12][CH:11]=1)=[O:9])([CH3:6])([CH3:5])[CH3:4].Cl.[CH2:21]1[CH2:25][O:24]CC1.O, predict the reaction product. The product is: [C:3]([O:7][C:8]([C:10]1[C:18]2[C:13](=[CH:14][CH:15]=[C:16]([Cl:19])[CH:17]=2)[N:12]([CH2:21][C:25]([OH:2])=[O:24])[CH:11]=1)=[O:9])([CH3:6])([CH3:4])[CH3:5]. (2) Given the reactants [CH3:1][C:2]1([CH3:22])[CH:6]([C:7]2[CH:12]=[CH:11][C:10]([CH3:13])=[CH:9][CH:8]=2)[C:5]2[C:14]([CH3:21])=[C:15]([NH2:20])[C:16]([CH3:19])=[C:17]([CH3:18])[C:4]=2[O:3]1.[F:23][C:24]1[CH:32]=[CH:31][C:27]([C:28](Cl)=[O:29])=[CH:26][CH:25]=1, predict the reaction product. The product is: [F:23][C:24]1[CH:32]=[CH:31][C:27]([C:28]([NH:20][C:15]2[C:16]([CH3:19])=[C:17]([CH3:18])[C:4]3[O:3][C:2]([CH3:22])([CH3:1])[CH:6]([C:7]4[CH:8]=[CH:9][C:10]([CH3:13])=[CH:11][CH:12]=4)[C:5]=3[C:14]=2[CH3:21])=[O:29])=[CH:26][CH:25]=1. (3) The product is: [OH:13][CH2:14][CH2:15][N:24]1[C:25]2[C:31]([Br:32])=[C:30]([NH2:33])[CH:29]=[CH:28][C:26]=2[N:27]=[CH:23]1. Given the reactants [N+](C1C=CC2N=CNC=2C=1)([O-])=O.[OH:13][CH2:14][CH2:15]Br.BrBr.N.OCC[C:23]1[NH:24][C:25]2[C:31]([Br:32])=[C:30]([NH2:33])[CH:29]=[CH:28][C:26]=2[N:27]=1, predict the reaction product. (4) The product is: [Cl:1][C:2]1[CH:11]=[C:10]([CH:12]([NH2:35])[CH3:13])[C:9]([N:15]2[CH2:16][CH2:17][N:18]([C:21]([C:23]3[CH:27]=[C:26]([CH3:28])[O:25][N:24]=3)=[O:22])[CH2:19][CH2:20]2)=[C:8]2[C:3]=1[CH:4]=[CH:5][CH:6]=[N:7]2. Given the reactants [Cl:1][C:2]1[CH:11]=[C:10]([C:12](=O)[CH3:13])[C:9]([N:15]2[CH2:20][CH2:19][N:18]([C:21]([C:23]3[CH:27]=[C:26]([CH3:28])[O:25][N:24]=3)=[O:22])[CH2:17][CH2:16]2)=[C:8]2[C:3]=1[CH:4]=[CH:5][CH:6]=[N:7]2.C([O-])(=O)C.[NH4+].C([BH3-])#[N:35].[Na+].O1CCCC1, predict the reaction product. (5) Given the reactants [C:1]([O:5][C:6](=[O:14])[C@@H:7]([NH2:13])[C@@H:8]([OH:12])[CH:9]([CH3:11])[CH3:10])([CH3:4])([CH3:3])[CH3:2].C(N(CC)CC)C.[CH2:22]([O:29][C:30](ON1C(=O)CCC1=O)=[O:31])[C:23]1[CH:28]=[CH:27][CH:26]=[CH:25][CH:24]=1, predict the reaction product. The product is: [CH2:22]([O:29][C:30]([NH:13][C@@H:7]([C@@H:8]([OH:12])[CH:9]([CH3:10])[CH3:11])[C:6]([O:5][C:1]([CH3:3])([CH3:2])[CH3:4])=[O:14])=[O:31])[C:23]1[CH:28]=[CH:27][CH:26]=[CH:25][CH:24]=1. (6) Given the reactants [O:1]1[CH2:7][CH2:6][CH2:5][CH2:4][C:3]2[CH:8]=[CH:9][CH:10]=[C:11]([NH2:12])[C:2]1=2.Cl[C:14]1[N:19]=[C:18]([NH:20][C:21]2[CH:26]=[CH:25][CH:24]=[CH:23][C:22]=2[O:27][CH3:28])[C:17]([Cl:29])=[CH:16][N:15]=1, predict the reaction product. The product is: [Cl:29][C:17]1[C:18]([NH:20][C:21]2[CH:26]=[CH:25][CH:24]=[CH:23][C:22]=2[O:27][CH3:28])=[N:19][C:14]([NH:12][C:11]2[C:2]3[O:1][CH2:7][CH2:6][CH2:5][CH2:4][C:3]=3[CH:8]=[CH:9][CH:10]=2)=[N:15][CH:16]=1. (7) The product is: [Br:14][C:11]1[CH:12]=[CH:13][C:8]([O:4][CH:1]([CH3:3])[CH3:2])=[N:9][CH:10]=1. Given the reactants [CH:1]([OH:4])([CH3:3])[CH3:2].[H-].[Na+].F[C:8]1[CH:13]=[CH:12][C:11]([Br:14])=[CH:10][N:9]=1, predict the reaction product.